Dataset: Catalyst prediction with 721,799 reactions and 888 catalyst types from USPTO. Task: Predict which catalyst facilitates the given reaction. (1) Reactant: [N+:1]([C:4]1[CH:9]=[CH:8][C:7]([N:10]2[CH:15]=[CH:14][N:13]=[CH:12][C:11]2=[O:16])=[CH:6][CH:5]=1)([O-])=O.N.[H][H]. Product: [NH2:1][C:4]1[CH:5]=[CH:6][C:7]([N:10]2[CH2:15][CH2:14][NH:13][CH2:12][C:11]2=[O:16])=[CH:8][CH:9]=1. The catalyst class is: 94. (2) Reactant: [C:1]([O:5][C:6](=[O:19])[C:7]([S:10][C:11]1[S:12][CH:13]=[C:14]([CH2:16][CH2:17][OH:18])[N:15]=1)([CH3:9])[CH3:8])([CH3:4])([CH3:3])[CH3:2].[Cl:20][C:21]1[N:22]=[N:23][C:24](Cl)=[CH:25][CH:26]=1.CC(C)([O-])C.[K+].O. Product: [C:1]([O:5][C:6](=[O:19])[C:7]([S:10][C:11]1[S:12][CH:13]=[C:14]([CH2:16][CH2:17][O:18][C:24]2[N:23]=[N:22][C:21]([Cl:20])=[CH:26][CH:25]=2)[N:15]=1)([CH3:9])[CH3:8])([CH3:2])([CH3:4])[CH3:3]. The catalyst class is: 9. (3) Reactant: [NH2:1][CH:2]1[CH2:7][CH2:6][N:5]([CH2:8][CH2:9][N:10]2[C:19]3[C:14](=[CH:15][CH:16]=[C:17]([F:20])[CH:18]=3)[N:13]=[CH:12][C:11]2=[O:21])[CH2:4][CH2:3]1.[O:22]=[C:23]1[CH2:28][S:27][C:26]2[CH:29]=[CH:30][C:31]([CH:33]=O)=[N:32][C:25]=2[NH:24]1.C(O[BH-](OC(=O)C)OC(=O)C)(=O)C.[Na+].C(=O)([O-])O.[Na+]. Product: [F:20][C:17]1[CH:18]=[C:19]2[C:14]([N:13]=[CH:12][C:11](=[O:21])[N:10]2[CH2:9][CH2:8][N:5]2[CH2:4][CH2:3][CH:2]([NH:1][CH2:33][C:31]3[CH:30]=[CH:29][C:26]4[S:27][CH2:28][C:23](=[O:22])[NH:24][C:25]=4[N:32]=3)[CH2:7][CH2:6]2)=[CH:15][CH:16]=1. The catalyst class is: 671.